This data is from Reaction yield outcomes from USPTO patents with 853,638 reactions. The task is: Predict the reaction yield, written as a fraction of the theoretical maximum amount of product (1.0 means a 100% yield; for example, 0.34 means a 34% yield). (1) No catalyst specified. The product is [F:11][C:8]([F:9])([F:10])[C:4]1[CH:3]=[C:2]([CH:7]=[CH:6][CH:5]=1)[O:1][C:13]1[CH:18]=[CH:17][CH:16]=[CH:15][C:14]=1[N+:19]([O-:21])=[O:20].[F:22][C:23]([F:38])([F:39])[C:24]1[CH:25]=[C:26]([CH:35]=[CH:36][CH:37]=1)[O:27][C:28]1[CH:34]=[CH:33][CH:32]=[CH:31][C:29]=1[NH:30][C:2]([NH:40][C:41]1[S:42][CH:43]=[CH:44][N:45]=1)=[O:1]. The yield is 0.650. The reactants are [OH:1][C:2]1[CH:3]=[C:4]([C:8]([F:11])([F:10])[F:9])[CH:5]=[CH:6][CH:7]=1.F[C:13]1[CH:18]=[CH:17][CH:16]=[CH:15][C:14]=1[N+:19]([O-:21])=[O:20].[F:22][C:23]([F:39])([F:38])[C:24]1[CH:25]=[C:26]([CH:35]=[CH:36][CH:37]=1)[O:27][C:28]1[CH:34]=[CH:33][CH:32]=[CH:31][C:29]=1[NH2:30].[NH2:40][C:41]1[S:42][CH:43]=[CH:44][N:45]=1. (2) The reactants are [N+:1]([C:4]1[CH:5]=[C:6]([CH:10]=[CH:11][CH:12]=1)[C:7](Cl)=[O:8])([O-:3])=[O:2].[CH3:13][NH2:14]. The catalyst is O1CCCC1.C(OCC)(=O)C. The product is [CH3:13][NH:14][C:7](=[O:8])[C:6]1[CH:10]=[CH:11][CH:12]=[C:4]([N+:1]([O-:3])=[O:2])[CH:5]=1. The yield is 0.940. (3) The reactants are [I:1]N1C(=O)CCC1=O.[CH3:9][C:10]([C@H:14]1[CH2:19][CH2:18][C@H:17]([O:20][C:21]2[CH:22]=[C:23]3[C:28](=[CH:29][CH:30]=2)[CH:27]=[C:26]([C@:31]2([CH3:37])[CH2:35][O:34][C:33](=[O:36])[NH:32]2)[CH:25]=[CH:24]3)[CH2:16][CH2:15]1)([CH3:13])[CH2:11][CH3:12]. The catalyst is C(Cl)Cl.[Cl-].[Cl-].[Cl-].[Cl-].[Zr+4]. The product is [CH3:13][C:10]([C@H:14]1[CH2:19][CH2:18][C@H:17]([O:20][C:21]2[C:22]([I:1])=[C:23]3[C:28](=[CH:29][CH:30]=2)[CH:27]=[C:26]([C@:31]2([CH3:37])[CH2:35][O:34][C:33](=[O:36])[NH:32]2)[CH:25]=[CH:24]3)[CH2:16][CH2:15]1)([CH3:9])[CH2:11][CH3:12]. The yield is 0.200. (4) The reactants are [Cl:1][C:2]1[CH:7]=[CH:6][C:5]([C:8]2[C:12]([C:13]3[CH:18]=[CH:17][C:16]([O:19]COC)=[CH:15][CH:14]=3)=[CH:11][S:10][C:9]=2[CH2:23][CH2:24][C:25]([OH:27])=[O:26])=[C:4]([O:28][CH3:29])[CH:3]=1.Cl. The catalyst is C1COCC1.O. The product is [Cl:1][C:2]1[CH:7]=[CH:6][C:5]([C:8]2[C:12]([C:13]3[CH:14]=[CH:15][C:16]([OH:19])=[CH:17][CH:18]=3)=[CH:11][S:10][C:9]=2[CH2:23][CH2:24][C:25]([OH:27])=[O:26])=[C:4]([O:28][CH3:29])[CH:3]=1. The yield is 0.280. (5) The reactants are [C:1]([N:24]1[CH2:29][CH2:28][N:27](C(OC(C)(C)C)=O)[CH2:26][CH2:25]1)(=[O:23])[CH2:2][CH2:3][CH:4]=[CH:5][CH2:6][CH:7]=[CH:8][CH2:9][CH:10]=[CH:11][CH2:12][CH:13]=[CH:14][CH2:15][CH:16]=[CH:17][CH2:18][CH:19]=[CH:20][CH2:21][CH3:22].C(C(O)=O)(F)(F)F.C([O-])([O-])=O.[Na+].[Na+]. The catalyst is C(Cl)Cl. The product is [N:24]1([C:1](=[O:23])[CH2:2][CH2:3][CH:4]=[CH:5][CH2:6][CH:7]=[CH:8][CH2:9][CH:10]=[CH:11][CH2:12][CH:13]=[CH:14][CH2:15][CH:16]=[CH:17][CH2:18][CH:19]=[CH:20][CH2:21][CH3:22])[CH2:29][CH2:28][NH:27][CH2:26][CH2:25]1. The yield is 0.975. (6) The reactants are [Cl:1][C:2]1[CH:30]=[CH:29][C:5]([C:6]([NH:8][C:9]2[CH:10]=[N:11][C:12]([CH:15]3[CH2:19][CH2:18][N:17](CC4C=CC(OC)=CC=4)[CH2:16]3)=[CH:13][CH:14]=2)=[O:7])=[CH:4][CH:3]=1.N1C=CC=CC=1.ClC(Cl)(OC(=O)OC(Cl)(Cl)Cl)Cl. The catalyst is ClCCl. The product is [Cl:1][C:2]1[CH:3]=[CH:4][C:5]([C:6]([NH:8][C:9]2[CH:10]=[N:11][C:12]([CH:15]3[CH2:19][CH2:18][NH:17][CH2:16]3)=[CH:13][CH:14]=2)=[O:7])=[CH:29][CH:30]=1. The yield is 0.0800.